This data is from Catalyst prediction with 721,799 reactions and 888 catalyst types from USPTO. The task is: Predict which catalyst facilitates the given reaction. (1) Reactant: Cl[C:2]1[C:3]2[CH:16]=[C:15]([CH3:17])[S:14][C:4]=2[O:5][C:6]2[CH:12]=[C:11]([CH3:13])[CH:10]=[CH:9][C:7]=2[N:8]=1.[CH3:18][C:19]([CH3:31])([CH2:24][N:25]1[CH2:30][CH2:29][NH:28][CH2:27][CH2:26]1)[C:20]([O:22][CH3:23])=[O:21].C(=O)([O-])[O-].[K+].[K+]. Product: [CH3:17][C:15]1[S:14][C:4]2[O:5][C:6]3[CH:12]=[C:11]([CH3:13])[CH:10]=[CH:9][C:7]=3[N:8]=[C:2]([N:28]3[CH2:27][CH2:26][N:25]([CH2:24][C:19]([CH3:31])([CH3:18])[C:20]([O:22][CH3:23])=[O:21])[CH2:30][CH2:29]3)[C:3]=2[CH:16]=1. The catalyst class is: 10. (2) Reactant: [C:1]([OH:13])(=O)[CH2:2][C:3]1[C:4](=[CH:8][CH:9]=[CH:10][CH:11]=1)[C:5](O)=[O:6].[NH2:14]C(N)=O. Product: [C:1]1(=[O:13])[NH:14][C:5](=[O:6])[C:4]2=[CH:8][CH:9]=[CH:10][CH:11]=[C:3]2[CH2:2]1. The catalyst class is: 5. (3) Reactant: CS([O:5][C@@H:6]1[CH2:10][CH2:9][O:8][CH2:7]1)(=O)=O.[CH3:11][C:12]1[C:17]([OH:18])=[CH:16][CH:15]=[CH:14][C:13]=1O.C(=O)([O-])[O-].[Cs+].[Cs+].Cl. Product: [CH3:11][C:12]1[C:13]([O:5][C@H:6]2[CH2:10][CH2:9][O:8][CH2:7]2)=[CH:14][CH:15]=[CH:16][C:17]=1[OH:18]. The catalyst class is: 288. (4) Reactant: [CH3:1][N:2]1[CH2:7][CH2:6][N:5]([CH:8]([C:12]2[C:21]3[C:16](=[CH:17][CH:18]=[CH:19][CH:20]=3)[CH:15]=[CH:14][CH:13]=2)[C:9](O)=[O:10])[CH2:4][CH2:3]1.C1C=CC2N(O)N=NC=2C=1.CCN=C=NCCCN(C)C.Cl.C(N(C(C)C)CC)(C)C.Cl.[CH3:54][C:55]1[CH:56]=[C:57]([NH:62][NH2:63])[CH:58]=[C:59]([CH3:61])[CH:60]=1. Product: [CH3:54][C:55]1[CH:56]=[C:57]([NH:62][NH:63][C:9](=[O:10])[CH:8]([N:5]2[CH2:4][CH2:3][N:2]([CH3:1])[CH2:7][CH2:6]2)[C:12]2[C:21]3[C:16](=[CH:17][CH:18]=[CH:19][CH:20]=3)[CH:15]=[CH:14][CH:13]=2)[CH:58]=[C:59]([CH3:61])[CH:60]=1. The catalyst class is: 3.